This data is from Serine/threonine kinase 33 screen with 319,792 compounds. The task is: Binary Classification. Given a drug SMILES string, predict its activity (active/inactive) in a high-throughput screening assay against a specified biological target. (1) The compound is Brc1oc(C(=O)Nc2n(c3nc4c(nc3c2C(=O)NCCOC)cccc4)Cc2ccccc2)cc1. The result is 0 (inactive). (2) The compound is S=C(NC1CCC(CC1)C)NCCN(C)C. The result is 0 (inactive). (3) The result is 0 (inactive). The molecule is O1C(OC(=O)/C(C1=O)=C\Nc1c(OC)ccc(OC)c1)(C)C.